This data is from Full USPTO retrosynthesis dataset with 1.9M reactions from patents (1976-2016). The task is: Predict the reactants needed to synthesize the given product. (1) Given the product [CH3:75][Si:74]([C:78]#[C:79][C:2]1[CH:7]=[C:6]([CH2:8][O:9][C:10]2[C:38]([O:39][CH3:40])=[CH:37][C:13]3[C:14](=[O:36])[N:15]4[CH2:35][CH2:34][CH2:33][C@H:16]4[C@H:17]([O:26][CH:27]4[CH2:32][CH2:31][CH2:30][CH2:29][O:28]4)[N:18]([C:19]([O:21][C:22]([CH3:25])([CH3:24])[CH3:23])=[O:20])[C:12]=3[CH:11]=2)[CH:5]=[C:4]([CH2:41][O:42][C:43]2[C:71]([O:72][CH3:73])=[CH:70][C:46]3[C:47](=[O:69])[N:48]4[CH2:68][CH2:67][CH2:66][C@H:49]4[C@H:50]([O:59][CH:60]4[CH2:65][CH2:64][CH2:63][CH2:62][O:61]4)[N:51]([C:52]([O:54][C:55]([CH3:57])([CH3:58])[CH3:56])=[O:53])[C:45]=3[CH:44]=2)[CH:3]=1)([CH3:77])[CH3:76], predict the reactants needed to synthesize it. The reactants are: I[C:2]1[CH:3]=[C:4]([CH2:41][O:42][C:43]2[C:71]([O:72][CH3:73])=[CH:70][C:46]3[C:47](=[O:69])[N:48]4[CH2:68][CH2:67][CH2:66][C@H:49]4[C@H:50]([O:59][CH:60]4[CH2:65][CH2:64][CH2:63][CH2:62][O:61]4)[N:51]([C:52]([O:54][C:55]([CH3:58])([CH3:57])[CH3:56])=[O:53])[C:45]=3[CH:44]=2)[CH:5]=[C:6]([CH2:8][O:9][C:10]2[C:38]([O:39][CH3:40])=[CH:37][C:13]3[C:14](=[O:36])[N:15]4[CH2:35][CH2:34][CH2:33][C@H:16]4[C@H:17]([O:26][CH:27]4[CH2:32][CH2:31][CH2:30][CH2:29][O:28]4)[N:18]([C:19]([O:21][C:22]([CH3:25])([CH3:24])[CH3:23])=[O:20])[C:12]=3[CH:11]=2)[CH:7]=1.[Si:74]([C:78]#[CH:79])([CH3:77])([CH3:76])[CH3:75].C(NCC)C. (2) Given the product [N:1]1[C:10]2[C:5](=[CH:6][CH:7]=[CH:8][CH:9]=2)[CH:4]=[CH:3][C:2]=1/[CH:11]=[CH:12]/[C:13]1[NH:27][C:23]2[C:22]([N:28]=1)=[C:21]1[C:26](=[CH:25][CH:24]=2)[N:17]=[CH:18][CH:19]=[CH:20]1, predict the reactants needed to synthesize it. The reactants are: [N:1]1[C:10]2[C:5](=[CH:6][CH:7]=[CH:8][CH:9]=2)[CH:4]=[CH:3][C:2]=1/[CH:11]=[CH:12]/[C:13](OC)=O.[N:17]1[C:26]2[C:21](=[C:22]([NH2:28])[C:23]([NH2:27])=[CH:24][CH:25]=2)[CH:20]=[CH:19][CH:18]=1. (3) Given the product [CH3:9][O:8][C:5]1[CH:6]=[CH:7][C:2]([B:20]([OH:21])[OH:19])=[CH:3][CH:4]=1, predict the reactants needed to synthesize it. The reactants are: Br[C:2]1[CH:7]=[CH:6][C:5]([O:8][CH3:9])=[CH:4][CH:3]=1.[Li]CCCC.C([O:19][B:20]([O-])[O-:21])CCC.